From a dataset of Forward reaction prediction with 1.9M reactions from USPTO patents (1976-2016). Predict the product of the given reaction. Given the reactants Cl[C:2]1[CH:3]=[CH:4][C:5]2[N:6]([C:8]([C@H:11]([C:13]3[CH:14]=[C:15]4[C:19](=[CH:20][C:21]=3[F:22])[N:18]([CH3:23])[N:17]=[CH:16]4)[CH3:12])=[CH:9][N:10]=2)[N:7]=1.[F-].[K+].CCO[C:29]([CH3:31])=[O:30], predict the reaction product. The product is: [F:22][C:21]1[CH:20]=[C:19]2[C:15]([CH:16]=[N:17][N:18]2[CH3:23])=[CH:14][C:13]=1[C@@H:11]([C:8]1[N:6]2[N:7]=[C:2]([N:10]3[CH2:9][CH2:8][N:6]([CH3:5])[C:29](=[O:30])[CH2:31]3)[CH:3]=[CH:4][C:5]2=[N:10][CH:9]=1)[CH3:12].